From a dataset of Full USPTO retrosynthesis dataset with 1.9M reactions from patents (1976-2016). Predict the reactants needed to synthesize the given product. (1) Given the product [F:1][C:2]1[CH:7]=[CH:6][C:5]([C:8]2[C:16]3[C:11](=[CH:12][CH:13]=[CH:14][CH:15]=3)[N:10]([CH:17]([CH3:18])[CH3:19])[C:9]=2/[CH:20]=[CH:21]/[C@H:22]2[O:27][C:26](=[O:28])[CH2:25][C@H:24]([OH:29])[CH2:23]2)=[CH:4][CH:3]=1, predict the reactants needed to synthesize it. The reactants are: [F:1][C:2]1[CH:7]=[CH:6][C:5]([C:8]2[C:16]3[C:11](=[CH:12][CH:13]=[CH:14][CH:15]=3)[N:10]([CH:17]([CH3:19])[CH3:18])[C:9]=2/[CH:20]=[CH:21]/[C@@H:22](O)[CH2:23][C@@H:24]([OH:29])[CH2:25][C:26]([OH:28])=[O:27])=[CH:4][CH:3]=1.[Na].Cl. (2) The reactants are: CCN(C(C)C)C(C)C.OC(C(F)(F)F)=O.[O:17]=[C:18]([N:35]1[CH2:40][CH2:39][NH:38][CH2:37][CH2:36]1)[CH2:19][NH:20][C:21]([C:23]1[CH:28]=[CH:27][C:26]([C:29]2[CH:34]=[CH:33][CH:32]=[CH:31][CH:30]=2)=[CH:25][CH:24]=1)=[O:22].C1C=CC2N(O)N=NC=2C=1.CCN=C=NCCCN(C)C.Cl.[CH3:63][C:64]1[CH:72]=[C:71]([CH3:73])[CH:70]=[CH:69][C:65]=1[C:66](O)=[O:67]. Given the product [CH3:63][C:64]1[CH:72]=[C:71]([CH3:73])[CH:70]=[CH:69][C:65]=1[C:66]([N:38]1[CH2:39][CH2:40][N:35]([C:18](=[O:17])[CH2:19][NH:20][C:21]([C:23]2[CH:24]=[CH:25][C:26]([C:29]3[CH:34]=[CH:33][CH:32]=[CH:31][CH:30]=3)=[CH:27][CH:28]=2)=[O:22])[CH2:36][CH2:37]1)=[O:67], predict the reactants needed to synthesize it. (3) Given the product [C:1]([O:4][CH:15]([C:14](=[O:13])[NH:22][C:23]1[C:31]([I:32])=[C:27]([C:28]([Cl:30])=[O:29])[C:26]([I:33])=[C:25]([C:34](=[O:35])[NH:45][CH2:43][CH:9]=[CH2:10])[C:24]=1[I:37])[CH2:17][O:7][C:5](=[O:8])[CH3:6])(=[O:3])[CH3:2], predict the reactants needed to synthesize it. The reactants are: [C:1]([OH:4])(=[O:3])[CH3:2].[C:5]([OH:8])(=[O:7])[CH3:6].[C:9](O)(=O)[CH3:10].[O:13]=[C:14](Cl)[C@H:15]([C@@H:17](CO)O)O.[NH2:22][C:23]1[C:24]([I:37])=[C:25]([C:34](Cl)=[O:35])[C:26]([I:33])=[C:27]([C:31]=1[I:32])[C:28]([Cl:30])=[O:29].C([O-])(=O)C.C[C:43]([N:45](C)C)=O. (4) The reactants are: C(OC[C:10]1[CH:15]=[CH:14][CH:13]=[CH:12][CH:11]=1)[C:10]1[CH:15]=[CH:14][CH:13]=[CH:12][CH:11]=1.Cl.[CH3:17][OH:18]. Given the product [C:17]1([O:18][C:10]2[CH:11]=[CH:12][CH:13]=[CH:14][CH:15]=2)[CH:14]=[CH:15][CH:10]=[CH:11][CH:12]=1, predict the reactants needed to synthesize it. (5) The reactants are: [N-]=[C:2]=S.[C:4]([C:8]1[CH:9]=[CH:10][CH:11]=[CH:12][CH:13]=1)([CH3:7])([CH3:6])[CH3:5].[NH2:14][C:15]1[CH:16]=[C:17]([CH:36]=[CH:37][C:38]=1NC)[O:18][C:19]1[CH:24]=[CH:23][N:22]=[C:21]([NH:25][C:26](=[O:35])[CH2:27][N:28]2[CH2:33][CH2:32][CH:31]([CH3:34])[CH2:30][CH2:29]2)[CH:20]=1.[NH2:41][C:42]([NH2:44])=S. Given the product [C:4]([C:8]1[CH:13]=[C:12]([NH:41][C:42]2[N:44]([CH3:2])[C:38]3[CH:37]=[CH:36][C:17]([O:18][C:19]4[CH:24]=[CH:23][N:22]=[C:21]([NH:25][C:26](=[O:35])[CH2:27][N:28]5[CH2:29][CH2:30][CH:31]([CH3:34])[CH2:32][CH2:33]5)[CH:20]=4)=[CH:16][C:15]=3[N:14]=2)[CH:11]=[CH:10][CH:9]=1)([CH3:7])([CH3:6])[CH3:5], predict the reactants needed to synthesize it. (6) Given the product [CH3:32][O:31][C:28]1[CH:29]=[C:30]2[C:25](=[CH:26][C:27]=1[O:33][CH3:34])[N:24]=[CH:23][CH:22]=[C:21]2[O:20][C:19]1[C:14]([C:41]2[CH:42]=[C:37]([NH2:36])[CH:38]=[CH:39][CH:40]=2)=[N:15][C:16]([CH3:35])=[CH:17][CH:18]=1, predict the reactants needed to synthesize it. The reactants are: C1(C)C=CC=CC=1.C(=O)([O-])O.[Na+].I[C:14]1[C:19]([O:20][C:21]2[C:30]3[C:25](=[CH:26][C:27]([O:33][CH3:34])=[C:28]([O:31][CH3:32])[CH:29]=3)[N:24]=[CH:23][CH:22]=2)=[CH:18][CH:17]=[C:16]([CH3:35])[N:15]=1.[NH2:36][C:37]1[CH:38]=[C:39](B(O)O)[CH:40]=[CH:41][CH:42]=1.